Dataset: Catalyst prediction with 721,799 reactions and 888 catalyst types from USPTO. Task: Predict which catalyst facilitates the given reaction. Reactant: CC(C)=O.OS(O)(=O)=O.O=[Cr](=O)=O.[OH:14][C@H:15]1[C@:19]2([CH3:33])[CH2:20][C@H:21]3[C@H:30]([CH2:31][C@H:18]2[CH2:17][CH2:16]1)[C@@H:29]1[C@@H:24]([CH2:25][C:26](=[O:32])[CH2:27][CH2:28]1)[CH2:23][CH2:22]3.CC(O)C. Product: [CH3:33][C@:19]12[C:15](=[O:14])[CH2:16][CH2:17][C@@H:18]1[CH2:31][C@H:30]1[C@@H:21]([CH2:22][CH2:23][C@H:24]3[C@@H:29]1[CH2:28][CH2:27][C:26](=[O:32])[CH2:25]3)[CH2:20]2. The catalyst class is: 21.